From a dataset of Catalyst prediction with 721,799 reactions and 888 catalyst types from USPTO. Predict which catalyst facilitates the given reaction. (1) Reactant: [CH3:1][O:2][C:3]([C:5]1[C:13]2[N:12]=[C:11]([S:14]([CH3:17])(=O)=O)[NH:10][C:9]=2[CH:8]=[CH:7][CH:6]=1)=[O:4].[Na].SC1[CH:21]=[CH:22][CH:23]=[C:24]2[C:29]=1[NH:28][CH:27]=[CH:26][C:25]2=[O:30].C(O)(=O)C. Product: [CH3:1][O:2][C:3]([C:5]1[C:13]2[N:12]=[C:11]([S:14][C:17]3[CH:21]=[CH:22][CH:23]=[C:24]4[C:29]=3[NH:28][CH:27]=[CH:26][C:25]4=[O:30])[NH:10][C:9]=2[CH:8]=[CH:7][CH:6]=1)=[O:4]. The catalyst class is: 32. (2) Reactant: [NH2:1][C:2]([CH:16]([O:18][CH3:19])[CH3:17])=[CH:3][C:4]([C:6]1[CH:11]=[CH:10][C:9]([C:12]([F:15])([F:14])[F:13])=[CH:8][CH:7]=1)=[O:5].[F:20][C:21]1[CH:28]=[CH:27][C:24]([CH:25]=O)=[CH:23][CH:22]=1.[CH3:29][C:30]1([CH3:38])[CH2:35][C:34](=[O:36])[CH2:33][C:32](=O)[CH2:31]1.N1CCCC1C(O)=O. Product: [F:20][C:21]1[CH:28]=[CH:27][C:24]([CH:25]2[C:33]3[C:34](=[O:36])[CH2:35][C:30]([CH3:38])([CH3:29])[CH2:31][C:32]=3[NH:1][C:2]([CH:16]([O:18][CH3:19])[CH3:17])=[C:3]2[C:4](=[O:5])[C:6]2[CH:11]=[CH:10][C:9]([C:12]([F:14])([F:15])[F:13])=[CH:8][CH:7]=2)=[CH:23][CH:22]=1. The catalyst class is: 8.